Dataset: NCI-60 drug combinations with 297,098 pairs across 59 cell lines. Task: Regression. Given two drug SMILES strings and cell line genomic features, predict the synergy score measuring deviation from expected non-interaction effect. Drug 1: C1=CC=C(C=C1)NC(=O)CCCCCCC(=O)NO. Drug 2: CC12CCC3C(C1CCC2OP(=O)(O)O)CCC4=C3C=CC(=C4)OC(=O)N(CCCl)CCCl.[Na+]. Cell line: NCI-H226. Synergy scores: CSS=4.61, Synergy_ZIP=0.218, Synergy_Bliss=2.82, Synergy_Loewe=-5.76, Synergy_HSA=-3.65.